This data is from Forward reaction prediction with 1.9M reactions from USPTO patents (1976-2016). The task is: Predict the product of the given reaction. Given the reactants [CH3:1][O:2][C:3]1[CH:4]=[C:5]2[C:9](=[CH:10][CH:11]=1)[N:8]([CH3:12])[CH:7]=[C:6]2[C:13]1[N:23]([CH2:24][O:25][CH2:26][CH2:27][Si:28]([CH3:31])([CH3:30])[CH3:29])[C:16]2=[N:17][CH:18]=[C:19]([CH2:21]O)[N:20]=[C:15]2[CH:14]=1.C(Cl)Cl.S(Cl)(Cl)=O.[N-:39]=[N+:40]=[N-:41].[Na+], predict the reaction product. The product is: [N:39]([CH2:21][C:19]1[N:20]=[C:15]2[CH:14]=[C:13]([C:6]3[C:5]4[C:9](=[CH:10][CH:11]=[C:3]([O:2][CH3:1])[CH:4]=4)[N:8]([CH3:12])[CH:7]=3)[N:23]([CH2:24][O:25][CH2:26][CH2:27][Si:28]([CH3:29])([CH3:31])[CH3:30])[C:16]2=[N:17][CH:18]=1)=[N+:40]=[N-:41].